Dataset: Full USPTO retrosynthesis dataset with 1.9M reactions from patents (1976-2016). Task: Predict the reactants needed to synthesize the given product. (1) Given the product [Cl:13][C:14]1[CH:19]=[CH:18][C:17]([CH:23]=[O:24])=[C:16]([F:20])[N:15]=1, predict the reactants needed to synthesize it. The reactants are: C(NC(C)C)(C)C.C([Li])CCC.[Cl:13][C:14]1[CH:19]=[CH:18][CH:17]=[C:16]([F:20])[N:15]=1.CN(C)[CH:23]=[O:24]. (2) Given the product [Br:6][C:7]1[N:8]([CH2:16][C:17]#[C:18][CH3:19])[C:9]([C:14]#[N:15])=[C:10]([C:12]([O:22][CH2:20][CH3:21])=[O:2])[N:11]=1, predict the reactants needed to synthesize it. The reactants are: S(=O)(=O)(O)[OH:2].[Br:6][C:7]1[N:8]([CH2:16][C:17]#[C:18][CH3:19])[C:9]([C:14]#[N:15])=[C:10]([C:12]#N)[N:11]=1.[CH2:20]([OH:22])[CH3:21]. (3) Given the product [O:3]=[C:1]1[NH:4][CH2:5][C:6]2[C:11](=[CH:10][CH:9]=[C:8]([N:13]3[CH2:18][CH2:17][N:16]([C:19]([O:21][C:22]([CH3:25])([CH3:23])[CH3:24])=[O:20])[CH2:15][CH2:14]3)[CH:7]=2)[NH:12]1, predict the reactants needed to synthesize it. The reactants are: [C:1]([NH:4][CH2:5][C:6]1[CH:7]=[C:8]([N:13]2[CH2:18][CH2:17][N:16]([C:19]([O:21][C:22]([CH3:25])([CH3:24])[CH3:23])=[O:20])[CH2:15][CH2:14]2)[CH:9]=[CH:10][C:11]=1[NH2:12])(=[O:3])C.NC1C=CC(N2CCN(C(OC(C)(C)C)=O)CC2)=CC=1CN.C1N=CN(C(N2C=NC=C2)=O)C=1. (4) Given the product [C:18]([O:22][C:23]([NH:25][C@@H:26]([C:37]1[CH:42]=[CH:41][C:40]([C:5]2[CH:6]=[CH:7][CH:8]=[C:3]([O:2][CH3:1])[CH:4]=2)=[CH:39][CH:38]=1)[C:27]([O:29][CH2:30][C:31]1[CH:32]=[CH:33][CH:34]=[CH:35][CH:36]=1)=[O:28])=[O:24])([CH3:21])([CH3:19])[CH3:20], predict the reactants needed to synthesize it. The reactants are: [CH3:1][O:2][C:3]1[CH:4]=[C:5](B(O)O)[CH:6]=[CH:7][CH:8]=1.C(=O)([O-])[O-].[K+].[K+].[C:18]([O:22][C:23]([NH:25][C@@H:26]([C:37]1[CH:42]=[CH:41][C:40](OS(C(F)(F)F)(=O)=O)=[CH:39][CH:38]=1)[C:27]([O:29][CH2:30][C:31]1[CH:36]=[CH:35][CH:34]=[CH:33][CH:32]=1)=[O:28])=[O:24])([CH3:21])([CH3:20])[CH3:19].